Dataset: Full USPTO retrosynthesis dataset with 1.9M reactions from patents (1976-2016). Task: Predict the reactants needed to synthesize the given product. The reactants are: [C:1]([C:4]1([C:7]([NH:9][C:10]2[CH:40]=[CH:39][C:13]([O:14][C:15]3[CH:20]=[CH:19][N:18]=[C:17]4[CH:21]=[C:22]([C:24]#[C:25][CH:26]5[CH2:31][CH2:30][N:29](C(OC(C)(C)C)=O)[CH2:28][CH2:27]5)[S:23][C:16]=34)=[C:12]([F:41])[CH:11]=2)=[O:8])[CH2:6][CH2:5]1)(=[O:3])[NH2:2].F[C:43]([F:48])(F)[C:44](O)=O. Given the product [F:41][C:12]1[CH:11]=[C:10]([N:9]([C:4]2[CH:5]=[CH:6][C:43]([F:48])=[CH:44][CH:1]=2)[C:7]([C:4]2([C:1]([NH2:2])=[O:3])[CH2:6][CH2:5]2)=[O:8])[CH:40]=[CH:39][C:13]=1[O:14][C:15]1[CH:20]=[CH:19][N:18]=[C:17]2[CH:21]=[C:22]([C:24]#[C:25][CH:26]3[CH2:31][CH2:30][NH:29][CH2:28][CH2:27]3)[S:23][C:16]=12, predict the reactants needed to synthesize it.